Predict the reactants needed to synthesize the given product. From a dataset of Full USPTO retrosynthesis dataset with 1.9M reactions from patents (1976-2016). (1) The reactants are: Cl[C:2]1[C:11]2[C:6](=[CH:7][C:8]([O:12][CH3:13])=[CH:9][CH:10]=2)[CH:5]=[C:4]([NH:14][C:15]2[CH:19]=[C:18]([CH3:20])[NH:17][N:16]=2)[N:3]=1.[CH2:21]([Mg]Br)[CH:22]([CH3:24])[CH3:23]. Given the product [CH2:21]([C:2]1[C:11]2[C:6](=[CH:7][C:8]([O:12][CH3:13])=[CH:9][CH:10]=2)[CH:5]=[C:4]([NH:14][C:15]2[CH:19]=[C:18]([CH3:20])[NH:17][N:16]=2)[N:3]=1)[CH:22]([CH3:24])[CH3:23], predict the reactants needed to synthesize it. (2) Given the product [Cl:38][CH2:39][CH2:40][N:35]1[CH2:34][CH2:33][CH:32]([C:7]2[C:5]3[CH2:6][CH:2]([CH3:1])[O:3][C:4]=3[C:10]([NH:11][C:12]3[N:17]=[C:16]([NH:18][C:19]4[CH:24]=[CH:23][CH:22]=[CH:21][C:20]=4[S:25]([CH:28]([CH3:29])[CH3:30])(=[O:27])=[O:26])[N:15]=[CH:14][N:13]=3)=[CH:9][C:8]=2[CH3:31])[CH2:37][CH2:36]1.[Cl:38][CH2:39][CH2:40][N:35]1[CH2:34][CH2:33][CH:32]([C:7]2[C:5]3[CH2:6][C@@H:2]([CH3:1])[O:3][C:4]=3[C:10]([NH:11][C:12]3[N:17]=[C:16]([NH:18][C:19]4[CH:24]=[CH:23][CH:22]=[CH:21][C:20]=4[S:25]([CH:28]([CH3:29])[CH3:30])(=[O:27])=[O:26])[N:15]=[CH:14][N:13]=3)=[CH:9][C:8]=2[CH3:31])[CH2:37][CH2:36]1, predict the reactants needed to synthesize it. The reactants are: [CH3:1][C@@H:2]1[CH2:6][C:5]2[C:7]([CH:32]3[CH2:37][CH2:36][NH:35][CH2:34][CH2:33]3)=[C:8]([CH3:31])[CH:9]=[C:10]([NH:11][C:12]3[N:17]=[C:16]([NH:18][C:19]4[CH:24]=[CH:23][CH:22]=[CH:21][C:20]=4[S:25]([CH:28]([CH3:30])[CH3:29])(=[O:27])=[O:26])[N:15]=[CH:14][N:13]=3)[C:4]=2[O:3]1.[Cl:38][CH2:39][CH:40]=O.[BH-](OC(C)=O)(OC(C)=O)OC(C)=O.[Na+]. (3) Given the product [CH2:1]([O:2][C:3]([C:5]1[C:6](=[O:22])[O:7][CH:8]([C:16]2[CH:21]=[CH:20][CH:19]=[CH:18][CH:17]=2)[C:9]=1[C:10]1[CH:15]=[CH:14][CH:13]=[CH:12][CH:11]=1)=[O:4])[CH3:23], predict the reactants needed to synthesize it. The reactants are: [CH3:1][O:2][C:3]([C:5]1[C:6](=[O:22])[O:7][CH:8]([C:16]2[CH:21]=[CH:20][CH:19]=[CH:18][CH:17]=2)[C:9]=1[C:10]1[CH:15]=[CH:14][CH:13]=[CH:12][CH:11]=1)=[O:4].[CH3:23]O.